Dataset: TCR-epitope binding with 47,182 pairs between 192 epitopes and 23,139 TCRs. Task: Binary Classification. Given a T-cell receptor sequence (or CDR3 region) and an epitope sequence, predict whether binding occurs between them. (1) The epitope is KRWIIMGLNK. Result: 0 (the TCR does not bind to the epitope). The TCR CDR3 sequence is CASSLGPDNEQFF. (2) The epitope is LPPAYTNSF. The TCR CDR3 sequence is CASSDIGHSGELLDNQPQHF. Result: 1 (the TCR binds to the epitope).